This data is from Full USPTO retrosynthesis dataset with 1.9M reactions from patents (1976-2016). The task is: Predict the reactants needed to synthesize the given product. (1) Given the product [C:9]1([C:6]2([NH2:5])[CH2:8][CH2:7]2)[CH:14]=[CH:13][CH:12]=[CH:11][CH:10]=1, predict the reactants needed to synthesize it. The reactants are: C(OC(=O)[NH:5][C:6]1([C:9]2[CH:14]=[CH:13][CH:12]=[CH:11][CH:10]=2)[CH2:8][CH2:7]1)C.O.[OH-].[Na+]. (2) Given the product [CH2:11]([O:10][C:8](=[O:9])[CH2:7][C:5]1[N:6]=[C:2]([NH:1][C:21](=[O:22])[C@@H:20]([N:24]2[C:28](=[O:29])[C@H:27]([CH2:30][CH:31]3[CH2:36][CH2:35][CH2:34][CH2:33][CH2:32]3)[NH:26][C:25]2=[O:37])[CH2:19][CH:13]2[CH2:14][CH2:15][CH2:16][CH2:17][CH2:18]2)[S:3][CH:4]=1)[CH3:12], predict the reactants needed to synthesize it. The reactants are: [NH2:1][C:2]1[S:3][CH:4]=[C:5]([CH2:7][C:8]([O:10][CH2:11][CH3:12])=[O:9])[N:6]=1.[CH:13]1([CH2:19][C@H:20]([N:24]2[C:28](=[O:29])[C@H:27]([CH2:30][CH:31]3[CH2:36][CH2:35][CH2:34][CH2:33][CH2:32]3)[NH:26][C:25]2=[O:37])[C:21](O)=[O:22])[CH2:18][CH2:17][CH2:16][CH2:15][CH2:14]1. (3) Given the product [CH3:92][C:89]1([CH3:91])[O:93][C@@H:8]2[C@@H:13]([OH:16])[C@@H:12]([OH:45])[CH2:2][O:7][C@@H:6]2[CH2:5][O:11]1, predict the reactants needed to synthesize it. The reactants are: C[C:2]1([CH3:12])[O:7][C@H:6]2[CH:8]=CC[O:11][C@H:5]2CO1.[C:13]([O-:16])([O-])=O.[K+].[K+].CS(N)(=O)=O.CC[C@H]1[C@H]2C[C@H]([C@H](OC3C4C(=CC=CC=4)C(O[C@H](C4C=CN=C5C=4C=C(OC)C=C5)[C@@H]4N5C[C@H](CC)[C@@H](CC5)C4)=NN=3)C3C=CN=C4C=3C=C([O:45]C)C=C4)N(CC2)C1.[O-]S([O-])=O.[Na+].[Na+].O.[C:89]([OH:93])([CH3:92])([CH3:91])C. (4) The reactants are: C[O:2][C:3](=[O:13])[C:4]#[C:5][C:6]1[CH:11]=[CH:10][C:9]([CH3:12])=[CH:8][CH:7]=1.O[Li].O.O. Given the product [C:9]1([CH3:12])[CH:8]=[CH:7][C:6]([C:5]#[C:4][C:3]([OH:13])=[O:2])=[CH:11][CH:10]=1, predict the reactants needed to synthesize it. (5) The reactants are: CC[N:3]([CH:7](C)C)C(C)C.[C:10]([OH:18])(=O)[C:11]1[CH:16]=[CH:15][CH:14]=[CH:13][CH:12]=1.CCN=C=NCCC[N:27]([CH3:29])C.C1C=CC2N([OH:39])N=NC=2C=1.[NH2:40][CH2:41][C:42]([N:44]1[CH2:49][CH2:48][N:47]([C:50](=[O:61])[C:51]2[CH:56]=[CH:55][CH:54]=[CH:53][C:52]=2[C:57]([F:60])([F:59])[F:58])[CH2:46][CH2:45]1)=[O:43].Cl. Given the product [O:39]1[CH:7]=[N:3][N:27]=[C:29]1[C:14]1[CH:13]=[CH:12][C:11]([C:10]([NH:40][CH2:41][C:42](=[O:43])[N:44]2[CH2:45][CH2:46][N:47]([C:50](=[O:61])[C:51]3[CH:56]=[CH:55][CH:54]=[CH:53][C:52]=3[C:57]([F:60])([F:58])[F:59])[CH2:48][CH2:49]2)=[O:18])=[CH:16][CH:15]=1, predict the reactants needed to synthesize it. (6) The reactants are: [NH2:1][C:2]1[C:3](=[O:13])[N:4]([CH2:10][CH2:11][CH3:12])[C:5](=[O:9])[NH:6][C:7]=1[NH2:8].[CH:14]1([C:19](O)=[O:20])[CH2:18][CH2:17][CH2:16][CH2:15]1.Cl.C(N=C=NCCCN(C)C)C. Given the product [NH2:8][C:7]1[NH:6][C:5](=[O:9])[N:4]([CH2:10][CH2:11][CH3:12])[C:3](=[O:13])[C:2]=1[NH:1][C:19]([CH:14]1[CH2:18][CH2:17][CH2:16][CH2:15]1)=[O:20], predict the reactants needed to synthesize it. (7) The reactants are: F[C:2]1[CH:20]=[CH:19][C:18]([N+:21]([O-:23])=[O:22])=[CH:17][C:3]=1[C:4]([NH:6][CH2:7][C:8]1[CH:16]=[CH:15][C:11]2[O:12][CH2:13][O:14][C:10]=2[CH:9]=1)=[O:5].[NH2:24][CH:25]([CH2:28][CH2:29][CH2:30][CH3:31])[CH2:26][OH:27]. Given the product [OH:27][CH2:26][CH:25]([NH:24][C:2]1[CH:20]=[CH:19][C:18]([N+:21]([O-:23])=[O:22])=[CH:17][C:3]=1[C:4]([NH:6][CH2:7][C:8]1[CH:16]=[CH:15][C:11]2[O:12][CH2:13][O:14][C:10]=2[CH:9]=1)=[O:5])[CH2:28][CH2:29][CH2:30][CH3:31], predict the reactants needed to synthesize it. (8) Given the product [F:1][C:2]1[CH:7]=[C:6]([F:8])[CH:5]=[CH:4][C:3]=1[C:9]1[CH:14]=[C:13]([N+:15]([O-:17])=[O:16])[CH:12]=[C:11]([OH:18])[CH:10]=1, predict the reactants needed to synthesize it. The reactants are: [F:1][C:2]1[CH:7]=[C:6]([F:8])[CH:5]=[CH:4][C:3]=1[C:9]1[CH:14]=[C:13]([N+:15]([O-:17])=[O:16])[CH:12]=[C:11]([O:18]C)[CH:10]=1.B(Br)(Br)Br.CO. (9) Given the product [NH2:1][CH:2]1[CH2:7][CH2:6][CH2:5][N:4]([C:8](=[O:12])[CH2:9][CH2:10][N:21]2[C:18]3[CH:19]=[CH:20][C:15]([CH3:14])=[CH:16][C:17]=3[C:26]3[CH2:25][N:24]([CH3:23])[CH2:29][CH2:28][C:27]2=3)[CH2:3]1, predict the reactants needed to synthesize it. The reactants are: [NH2:1][CH:2]1[CH2:7][CH2:6][CH2:5][N:4]([C:8](=[O:12])[CH2:9][CH2:10]Br)[CH2:3]1.Cl.[CH3:14][C:15]1[CH:20]=[CH:19][C:18]([NH:21]N)=[CH:17][CH:16]=1.[CH3:23][N:24]1[CH2:29][CH2:28][C:27](=O)[CH2:26][CH2:25]1.